The task is: Predict the reactants needed to synthesize the given product.. This data is from Full USPTO retrosynthesis dataset with 1.9M reactions from patents (1976-2016). Given the product [CH3:16][O:17][C:18]1[CH:19]=[C:20]2[C:25](=[CH:26][C:27]=1[O:28][CH3:29])[CH2:24][N:23]([C:3](=[O:4])[CH:2]([Br:1])[CH:6]([CH3:8])[CH3:7])[CH2:22][CH2:21]2, predict the reactants needed to synthesize it. The reactants are: [Br:1][CH:2]([CH:6]([CH3:8])[CH3:7])[C:3](Cl)=[O:4].N1C=CC=CC=1.Cl.[CH3:16][O:17][C:18]1[CH:19]=[C:20]2[C:25](=[CH:26][C:27]=1[O:28][CH3:29])[CH2:24][NH:23][CH2:22][CH2:21]2.